The task is: Predict which catalyst facilitates the given reaction.. This data is from Catalyst prediction with 721,799 reactions and 888 catalyst types from USPTO. (1) Reactant: [C:1]1([C:7](=O)[CH2:8][C:9]2[CH:14]=[CH:13][CH:12]=[CH:11][CH:10]=2)[CH:6]=[CH:5][CH:4]=[CH:3][CH:2]=1.[CH2:16]([O:18][C:19]1[CH:20]=[C:21]([CH:24]=[C:25]([N+:28]([O-:30])=[O:29])[C:26]=1[OH:27])[CH:22]=O)[CH3:17].[CH3:31][NH:32][C:33]([NH:35][CH3:36])=[O:34].C[Si](Cl)(C)C. Product: [CH2:16]([O:18][C:19]1[CH:20]=[C:21]([CH:22]2[C:8]([C:9]3[CH:14]=[CH:13][CH:12]=[CH:11][CH:10]=3)=[C:7]([C:1]3[CH:6]=[CH:5][CH:4]=[CH:3][CH:2]=3)[N:35]([CH3:36])[C:33](=[O:34])[N:32]2[CH3:31])[CH:24]=[C:25]([N+:28]([O-:30])=[O:29])[C:26]=1[OH:27])[CH3:17]. The catalyst class is: 3. (2) Reactant: [CH2:1]([N:8]=[C:9]=[O:10])[C:2]1[CH:7]=[CH:6][CH:5]=[CH:4][CH:3]=1.[NH2:11][C:12]1[C:21]2[N:22]=[C:23]([CH2:30][CH2:31][CH2:32][CH3:33])[N:24]([CH2:25][CH2:26][CH2:27][CH2:28][NH2:29])[C:20]=2[C:19]2[N:18]=[CH:17][CH:16]=[CH:15][C:14]=2[N:13]=1.ClCCl.CO. Product: [NH2:11][C:12]1[C:21]2[N:22]=[C:23]([CH2:30][CH2:31][CH2:32][CH3:33])[N:24]([CH2:25][CH2:26][CH2:27][CH2:28][NH:29][C:9]([NH:8][CH2:1][C:2]3[CH:7]=[CH:6][CH:5]=[CH:4][CH:3]=3)=[O:10])[C:20]=2[C:19]2[N:18]=[CH:17][CH:16]=[CH:15][C:14]=2[N:13]=1. The catalyst class is: 7. (3) Reactant: [H-].[Al+3].[Li+].[H-].[H-].[H-].[NH:7]1[C:15]2[C:10](=[CH:11][C:12]([C:16]([N:18]3[CH2:23][CH2:22][N:21]([CH3:24])[CH2:20][CH2:19]3)=O)=[CH:13][CH:14]=2)[CH:9]=[CH:8]1. Product: [CH3:24][N:21]1[CH2:20][CH2:19][N:18]([CH2:16][C:12]2[CH:11]=[C:10]3[C:15](=[CH:14][CH:13]=2)[NH:7][CH:8]=[CH:9]3)[CH2:23][CH2:22]1. The catalyst class is: 1. (4) Reactant: [Cl:1][C:2]1[CH:7]=[CH:6][C:5]([NH:8][C:9](=[O:14])[C:10]([CH3:13])([CH3:12])[CH3:11])=[CH:4][CH:3]=1.C([Li])CCC.[CH2:20]([C:22]1[C:35]([O:36][CH3:37])=[CH:34][CH:33]=[CH:32][C:23]=1[C:24](N1CCOCC1)=[O:25])[CH3:21].[Cl-].[NH4+]. Product: [Cl:1][C:2]1[CH:3]=[CH:4][C:5]([NH:8][C:9](=[O:14])[C:10]([CH3:11])([CH3:13])[CH3:12])=[C:6]([C:24](=[O:25])[C:23]2[CH:32]=[CH:33][CH:34]=[C:35]([O:36][CH3:37])[C:22]=2[CH2:20][CH3:21])[CH:7]=1. The catalyst class is: 54.